Dataset: Catalyst prediction with 721,799 reactions and 888 catalyst types from USPTO. Task: Predict which catalyst facilitates the given reaction. (1) Reactant: [CH:1]1([CH2:4][CH2:5][N:6]([CH:31]2[CH2:36][CH2:35][O:34][CH2:33][CH2:32]2)[C:7]2[C:8]([O:29][CH3:30])=[N:9][N:10]3[C:14]([C:15]4[C:20]([O:21][CH3:22])=[CH:19][C:18]([CH2:23][O:24][CH2:25][CH3:26])=[CH:17][C:16]=4[O:27][CH3:28])=[CH:13][S:12][C:11]=23)[CH2:3][CH2:2]1.C(O)C.[S:40](=[O:44])(=[O:43])([OH:42])[OH:41]. Product: [S:40]([OH:44])([OH:43])(=[O:42])=[O:41].[CH:1]1([CH2:4][CH2:5][N:6]([CH:31]2[CH2:32][CH2:33][O:34][CH2:35][CH2:36]2)[C:7]2[C:8]([O:29][CH3:30])=[N:9][N:10]3[C:14]([C:15]4[C:20]([O:21][CH3:22])=[CH:19][C:18]([CH2:23][O:24][CH2:25][CH3:26])=[CH:17][C:16]=4[O:27][CH3:28])=[CH:13][S:12][C:11]=23)[CH2:3][CH2:2]1. The catalyst class is: 13. (2) Reactant: [C:1]12([C:11]3[CH:12]=[C:13]([B:19]4O[B:19]([C:13]5[CH:14]=[CH:15][C:16]([O:17][CH3:18])=[C:11]([C:1]67[CH2:2][CH:3]8[CH2:9][CH:7]([CH2:6][CH:5]([CH2:4]8)[CH2:10]6)[CH2:8]7)[CH:12]=5)O[B:19]([C:13]5[CH:14]=[CH:15][C:16]([O:17][CH3:18])=[C:11]([C:1]67[CH2:2][CH:3]8[CH2:9][CH:7]([CH2:6][CH:5]([CH2:4]8)[CH2:10]6)[CH2:8]7)[CH:12]=5)O4)[CH:14]=[CH:15][C:16]=3[O:17][CH3:18])[CH2:10][CH:5]3[CH2:6][CH:7]([CH2:9][CH:3]([CH2:4]3)[CH2:2]1)[CH2:8]2.[CH3:61][C:62]([CH3:67])([CH2:65][OH:66])[CH2:63][OH:64]. Product: [C:1]12([C:11]3[CH:12]=[C:13]([B:19]4[O:66][CH2:65][C:62]([CH3:67])([CH3:61])[CH2:63][O:64]4)[CH:14]=[CH:15][C:16]=3[O:17][CH3:18])[CH2:2][CH:3]3[CH2:9][CH:7]([CH2:6][CH:5]([CH2:4]3)[CH2:10]1)[CH2:8]2. The catalyst class is: 11. (3) Product: [CH3:1][C:2]1[CH:3]=[C:4]([NH:8][C:9]([NH:11][C:12]2[CH:13]=[CH:14][C:15]([C:18]3[CH:19]=[C:20]([O:28][CH2:29][C:30]([OH:32])=[O:31])[CH:21]=[C:22]4[C:26]=3[CH2:25][NH:24][C:23]4=[O:27])=[CH:16][CH:17]=2)=[O:10])[CH:5]=[CH:6][CH:7]=1. The catalyst class is: 67. Reactant: [CH3:1][C:2]1[CH:3]=[C:4]([NH:8][C:9]([NH:11][C:12]2[CH:17]=[CH:16][C:15]([C:18]3[CH:19]=[C:20]([O:28][CH2:29][C:30]([O:32]C(C)(C)C)=[O:31])[CH:21]=[C:22]4[C:26]=3[CH2:25][NH:24][C:23]4=[O:27])=[CH:14][CH:13]=2)=[O:10])[CH:5]=[CH:6][CH:7]=1. (4) Reactant: [CH3:1][O:2][C:3]1[C:4]2[C:17]([C:18]3[CH:23]=[CH:22][CH:21]=[CH:20][CH:19]=3)=[C:16]([C:24]3[CH:29]=[CH:28][C:27]([C:30]4([NH:34]C(=O)OC(C)(C)C)[CH2:33][CH2:32][CH2:31]4)=[CH:26][CH:25]=3)[O:15][C:5]=2[N:6]=[C:7]([N:9]2[CH2:14][CH2:13][O:12][CH2:11][CH2:10]2)[N:8]=1.C(O)(C(F)(F)F)=O. Product: [CH3:1][O:2][C:3]1[C:4]2[C:17]([C:18]3[CH:23]=[CH:22][CH:21]=[CH:20][CH:19]=3)=[C:16]([C:24]3[CH:25]=[CH:26][C:27]([C:30]4([NH2:34])[CH2:33][CH2:32][CH2:31]4)=[CH:28][CH:29]=3)[O:15][C:5]=2[N:6]=[C:7]([N:9]2[CH2:10][CH2:11][O:12][CH2:13][CH2:14]2)[N:8]=1. The catalyst class is: 2.